The task is: Predict the product of the given reaction.. This data is from Forward reaction prediction with 1.9M reactions from USPTO patents (1976-2016). (1) Given the reactants [F:1][C:2]1[CH:7]=[CH:6][C:5]([CH:8]([CH:17]2[CH2:22][CH2:21][N:20]([CH:23]([CH3:25])[CH3:24])[CH2:19][CH2:18]2)[C:9]([N:11]2[CH2:16][CH2:15][NH:14][CH2:13][CH2:12]2)=O)=[CH:4][CH:3]=1.[H-].[Al+3].[Li+].[H-].[H-].[H-].N, predict the reaction product. The product is: [F:1][C:2]1[CH:3]=[CH:4][C:5]([CH:8]([CH:17]2[CH2:22][CH2:21][N:20]([CH:23]([CH3:25])[CH3:24])[CH2:19][CH2:18]2)[CH2:9][N:11]2[CH2:16][CH2:15][NH:14][CH2:13][CH2:12]2)=[CH:6][CH:7]=1. (2) Given the reactants [N:1]1([CH2:10][C@@H:11]([OH:16])[C:12]([CH3:15])([CH3:14])[CH3:13])[C:5]2[CH:6]=[CH:7][CH:8]=[CH:9][C:4]=2[N:3]=[CH:2]1.C([Li])CCC.Cl[C:23]([O:25][C:26]1[CH:31]=[CH:30][C:29]([N+:32]([O-:34])=[O:33])=[CH:28][CH:27]=1)=[O:24].C(=O)(O)[O-].[Na+], predict the reaction product. The product is: [C:23](=[O:24])([O:16][C@H:11]([CH2:10][N:1]1[C:5]2[CH:6]=[CH:7][CH:8]=[CH:9][C:4]=2[N:3]=[CH:2]1)[C:12]([CH3:13])([CH3:15])[CH3:14])[O:25][C:26]1[CH:27]=[CH:28][C:29]([N+:32]([O-:34])=[O:33])=[CH:30][CH:31]=1. (3) Given the reactants [Br:1][C:2]1[CH:3]=[N:4][C:5]2[N:6]([N:8]=[C:9]([C:11]([OH:13])=O)[CH:10]=2)[CH:7]=1.[F:14][C:15]1[CH:16]=[C:17]2[C:22](=[CH:23][CH:24]=1)[N:21]([CH3:25])[NH:20][CH2:19][CH2:18]2, predict the reaction product. The product is: [F:14][C:15]1[CH:16]=[C:17]2[C:22](=[CH:23][CH:24]=1)[N:21]([CH3:25])[N:20]([C:11]([C:9]1[CH:10]=[C:5]3[N:4]=[CH:3][C:2]([Br:1])=[CH:7][N:6]3[N:8]=1)=[O:13])[CH2:19][CH2:18]2. (4) The product is: [NH:25]1[C:29]2[C:28](=[CH:33][CH:32]=[CH:31][CH:30]=2)[CH:2]=[C:3]1[CH2:10][C:11]([OH:13])=[O:12]. Given the reactants N1C2C(=CC=CC=2)[C:3]([CH2:10][C:11]([OH:13])=[O:12])=[CH:2]1.C(N=C=NC(C)C)(C)C.O.O[N:25]1[C:29]2[CH:30]=[CH:31][CH:32]=[CH:33][C:28]=2N=N1, predict the reaction product. (5) Given the reactants Cl.[O:2]1[CH:6]=[CH:5][CH:4]=[C:3]1[CH2:7][NH:8][CH2:9][C:10]1[CH:15]=[CH:14][C:13]([S:16][C:17]([CH3:26])([CH3:25])[C:18]([O:20][C:21]([CH3:24])([CH3:23])[CH3:22])=[O:19])=[CH:12][CH:11]=1.C(=O)([O-])[O-].[Cs+].[Cs+].Br[CH2:34][C:35]#[CH:36].O, predict the reaction product. The product is: [O:2]1[CH:6]=[CH:5][CH:4]=[C:3]1[CH2:7][N:8]([CH2:9][C:10]1[CH:15]=[CH:14][C:13]([S:16][C:17]([CH3:26])([CH3:25])[C:18]([O:20][C:21]([CH3:24])([CH3:23])[CH3:22])=[O:19])=[CH:12][CH:11]=1)[CH2:36][C:35]#[CH:34]. (6) The product is: [Cl:1][C:2]1[CH:3]=[CH:4][C:5]([O:25][CH:26]([F:28])[F:27])=[C:6]([C:8]2[C:13]([O:14][CH3:15])=[CH:12][N:11]([CH:16]([CH2:35][CH2:36][O:37][CH3:38])[C:17]([O:19][C:20]([CH3:23])([CH3:22])[CH3:21])=[O:18])[C:10](=[O:24])[CH:9]=2)[CH:7]=1. Given the reactants [Cl:1][C:2]1[CH:3]=[CH:4][C:5]([O:25][CH:26]([F:28])[F:27])=[C:6]([C:8]2[C:13]([O:14][CH3:15])=[CH:12][N:11]([CH2:16][C:17]([O:19][C:20]([CH3:23])([CH3:22])[CH3:21])=[O:18])[C:10](=[O:24])[CH:9]=2)[CH:7]=1.FC(F)(F)S(O[CH2:35][CH2:36][O:37][CH3:38])(=O)=O, predict the reaction product. (7) The product is: [NH2:1][CH2:2][C:3]1[CH:8]=[C:7]([Cl:9])[CH:6]=[CH:5][C:4]=1[NH:10][C:11]1[CH:15]=[N:14][NH:13][N:12]=1.[ClH:9]. Given the reactants [NH2:1][CH2:2][C:3]1[CH:8]=[C:7]([Cl:9])[CH:6]=[CH:5][C:4]=1[NH:10][C:11]1[N:12](CC2C=CC=CC=2)[N:13]=[N:14][CH:15]=1.[H][H], predict the reaction product.